The task is: Predict the product of the given reaction.. This data is from Forward reaction prediction with 1.9M reactions from USPTO patents (1976-2016). (1) Given the reactants [NH:1]1[CH:5]=[CH:4][C:3]([NH2:6])=[N:2]1.[F:7][C:8]1[C:13]([F:14])=[C:12](F)[N:11]=[CH:10][N:9]=1.C(=O)([O-])[O-].[K+].[K+], predict the reaction product. The product is: [F:14][C:13]1[C:12]([N:1]2[CH:5]=[CH:4][C:3]([NH2:6])=[N:2]2)=[N:11][CH:10]=[N:9][C:8]=1[F:7]. (2) Given the reactants [Cl:1][C:2]1[CH:9]=[C:8]([N:10]([CH2:16][C:17]2[CH:22]=[CH:21][CH:20]=[CH:19][C:18]=2[F:23])[C@H:11]2[CH2:15][CH2:14][NH:13][CH2:12]2)[CH:7]=[CH:6][C:3]=1[C:4]#[N:5].[CH2:24]([S:26](Cl)(=[O:28])=[O:27])[CH3:25], predict the reaction product. The product is: [Cl:1][C:2]1[CH:9]=[C:8]([N:10]([C@H:11]2[CH2:15][CH2:14][N:13]([S:26]([CH2:24][CH3:25])(=[O:28])=[O:27])[CH2:12]2)[CH2:16][C:17]2[CH:22]=[CH:21][CH:20]=[CH:19][C:18]=2[F:23])[CH:7]=[CH:6][C:3]=1[C:4]#[N:5]. (3) Given the reactants S(O[CH2:12][C:13]1([C:17]([O:19][CH2:20][CH3:21])=[O:18])[CH2:16][CH2:15][CH2:14]1)(C1C=CC(C)=CC=1)(=O)=O.[C-:22]#[N:23].[Na+], predict the reaction product. The product is: [C:22]([CH2:12][C:13]1([C:17]([O:19][CH2:20][CH3:21])=[O:18])[CH2:14][CH2:15][CH2:16]1)#[N:23]. (4) Given the reactants [NH2:1][C:2]1[CH:3]=[C:4]([CH:14]=[C:15]([NH2:17])[CH:16]=1)[C:5]([NH:7][CH:8]1[CH2:13][CH2:12][CH2:11][CH2:10][CH2:9]1)=[O:6].[CH:18]1([C:23](Cl)=[O:24])[CH2:22][CH2:21][CH2:20][CH2:19]1.CN1[C:31](=[O:32])[CH2:30][CH2:29][CH2:28]1.[Li+].[Cl-].N1C=CC=[CH:37][CH:36]=1, predict the reaction product. The product is: [CH:8]1([NH:7][C:5](=[O:6])[C:4]2[CH:14]=[C:15]([NH:17][C:23]([CH:18]3[CH2:22][CH2:21][CH2:20][CH2:19]3)=[O:24])[CH:16]=[C:2]([NH:1][C:31]([CH:30]3[CH2:37][CH2:36][CH2:28][CH2:29]3)=[O:32])[CH:3]=2)[CH2:13][CH2:12][CH2:11][CH2:10][CH2:9]1. (5) Given the reactants O=[C:2]1[CH2:7][CH2:6][N:5]([C:8]2[CH:13]=[CH:12][C:11]([NH:14][S:15]([C:18]3[S:19][C:20]([S:23]([C:26]4[CH:31]=[CH:30][C:29]([C:32]([F:35])([F:34])[F:33])=[CH:28][N:27]=4)(=[O:25])=[O:24])=[CH:21][CH:22]=3)(=[O:17])=[O:16])=[CH:10][CH:9]=2)[CH2:4][CH2:3]1.[NH2:36][CH2:37][C@H:38]([OH:48])[CH2:39][O:40][C:41]1[CH:46]=[CH:45][C:44]([OH:47])=[CH:43][CH:42]=1, predict the reaction product. The product is: [OH:48][C@H:38]([CH2:39][O:40][C:41]1[CH:46]=[CH:45][C:44]([OH:47])=[CH:43][CH:42]=1)[CH2:37][NH:36][CH:2]1[CH2:7][CH2:6][N:5]([C:8]2[CH:13]=[CH:12][C:11]([NH:14][S:15]([C:18]3[S:19][C:20]([S:23]([C:26]4[CH:31]=[CH:30][C:29]([C:32]([F:35])([F:33])[F:34])=[CH:28][N:27]=4)(=[O:25])=[O:24])=[CH:21][CH:22]=3)(=[O:16])=[O:17])=[CH:10][CH:9]=2)[CH2:4][CH2:3]1. (6) Given the reactants Cl[C:2]1[C:11]2[C:6](=[CH:7][CH:8]=[CH:9][CH:10]=2)[N:5]=[CH:4][CH:3]=1.[NH:12]1[CH2:17][CH2:16][NH:15][CH2:14][CH2:13]1.O.[OH-].[Na+], predict the reaction product. The product is: [N:12]1([C:2]2[C:11]3[C:6](=[CH:7][CH:8]=[CH:9][CH:10]=3)[N:5]=[CH:4][CH:3]=2)[CH2:17][CH2:16][NH:15][CH2:14][CH2:13]1. (7) Given the reactants [NH2:1][C:2]1[C:11]2[N:12]=[C:13]3[CH2:18][O:17][CH2:16][C@H:15]([CH2:19][CH2:20][CH2:21][NH:22]C(=O)OC(C)(C)C)[N:14]3[C:10]=2[C:9]2[C:4](=[CH:5][CH:6]=[CH:7][CH:8]=2)[N:3]=1.Cl, predict the reaction product. The product is: [NH2:22][CH2:21][CH2:20][CH2:19][C@@H:15]1[N:14]2[C:10]3[C:9]4[C:4](=[CH:5][CH:6]=[CH:7][CH:8]=4)[N:3]=[C:2]([NH2:1])[C:11]=3[N:12]=[C:13]2[CH2:18][O:17][CH2:16]1.